This data is from Reaction yield outcomes from USPTO patents with 853,638 reactions. The task is: Predict the reaction yield, written as a fraction of the theoretical maximum amount of product (1.0 means a 100% yield; for example, 0.34 means a 34% yield). (1) The reactants are [C:1]1([C:7]2([OH:13])[CH2:12][CH2:11][NH:10][CH2:9][CH2:8]2)[CH:6]=[CH:5][CH:4]=[CH:3][CH:2]=1.N1C(C)=CC=CC=1C.[I-].[K+].Br[CH2:25][CH2:26][CH:27]=[C:28]1[C:34]2[CH:35]=[CH:36][CH:37]=[N:38][C:33]=2[CH2:32][O:31][C:30]2[CH:39]=[CH:40][C:41]([C:43]([OH:46])([CH3:45])[CH3:44])=[CH:42][C:29]1=2. The catalyst is C(O)(C)C. The product is [OH:46][C:43]([C:41]1[CH:40]=[CH:39][C:30]2[O:31][CH2:32][C:33]3[N:38]=[CH:37][CH:36]=[CH:35][C:34]=3[C:28](=[CH:27][CH2:26][CH2:25][N:10]3[CH2:11][CH2:12][C:7]([C:1]4[CH:2]=[CH:3][CH:4]=[CH:5][CH:6]=4)([OH:13])[CH2:8][CH2:9]3)[C:29]=2[CH:42]=1)([CH3:45])[CH3:44]. The yield is 0.500. (2) The reactants are [O:1]1[C:5]2[CH:6]=[CH:7][C:8]([C:10]3([C:13]([NH:15][C:16]4[CH:17]=[C:18]5[C:22](=[CH:23][CH:24]=4)[NH:21][C:20]([C:25]([O:27]CC)=[O:26])=[CH:19]5)=[O:14])[CH2:12][CH2:11]3)=[CH:9][C:4]=2[O:3][CH2:2]1.[Li+].[OH-].Cl. The catalyst is O.O1CCOCC1. The product is [O:1]1[C:5]2[CH:6]=[CH:7][C:8]([C:10]3([C:13]([NH:15][C:16]4[CH:17]=[C:18]5[C:22](=[CH:23][CH:24]=4)[NH:21][C:20]([C:25]([OH:27])=[O:26])=[CH:19]5)=[O:14])[CH2:12][CH2:11]3)=[CH:9][C:4]=2[O:3][CH2:2]1. The yield is 0.830.